From a dataset of Reaction yield outcomes from USPTO patents with 853,638 reactions. Predict the reaction yield, written as a fraction of the theoretical maximum amount of product (1.0 means a 100% yield; for example, 0.34 means a 34% yield). (1) The reactants are C[O:2][C:3](=[O:21])[CH2:4][N:5]1[C:13]2[C:8](=[CH:9][CH:10]=[C:11]([Cl:14])[CH:12]=2)[C:7]([C:15](=[O:20])[C:16]([F:19])([F:18])[F:17])=[CH:6]1.O[Li].O.Cl. The catalyst is C1COCC1.CO.O.CCOC(C)=O. The product is [Cl:14][C:11]1[CH:12]=[C:13]2[C:8]([C:7]([C:15](=[O:20])[C:16]([F:17])([F:18])[F:19])=[CH:6][N:5]2[CH2:4][C:3]([OH:21])=[O:2])=[CH:9][CH:10]=1. The yield is 0.990. (2) The reactants are [C:1]([C:4]1[CH:9]=[CH:8][C:7]([C:10](=[CH2:15])C(OC)=O)=[C:6]([CH3:16])[CH:5]=1)(=[O:3])[CH3:2].[CH3:17][O:18][Na].[CH3:20][OH:21].[CH3:22][C:23]1[C:27]2[CH:28]=[CH:29][C:30]([C:32]([F:35])([F:34])[F:33])=[CH:31][C:26]=2[S:25][C:24]=1[CH:36]=O.Cl. The catalyst is C1COCC1. The product is [CH3:22][C:23]1[C:27]2[CH:28]=[CH:29][C:30]([C:32]([F:33])([F:34])[F:35])=[CH:31][C:26]=2[S:25][C:24]=1[CH:36]=[CH:2][C:1]([C:4]1[CH:9]=[CH:8][C:7]([CH:10]=[CH:15][C:20]([O:18][CH3:17])=[O:21])=[C:6]([CH3:16])[CH:5]=1)=[O:3]. The yield is 0.480.